From a dataset of Reaction yield outcomes from USPTO patents with 853,638 reactions. Predict the reaction yield, written as a fraction of the theoretical maximum amount of product (1.0 means a 100% yield; for example, 0.34 means a 34% yield). (1) The reactants are [CH2:1]([Zn]CC)C.COCCOC.ICI.[OH:15][CH2:16]/[CH:17]=[CH:18]/[CH:19]1[CH2:24][CH2:23][N:22]([C:25]([O:27][CH2:28][C:29]2[CH:34]=[CH:33][CH:32]=[CH:31][CH:30]=2)=[O:26])[CH2:21][CH2:20]1.O1CCBO1. The catalyst is C(Cl)Cl.CCOC(C)=O. The product is [OH:15][CH2:16][C@H:17]1[CH2:1][C@@H:18]1[CH:19]1[CH2:24][CH2:23][N:22]([C:25]([O:27][CH2:28][C:29]2[CH:34]=[CH:33][CH:32]=[CH:31][CH:30]=2)=[O:26])[CH2:21][CH2:20]1. The yield is 0.623. (2) The reactants are [CH2:1]([O:8][C:9]1[CH:14]=[CH:13][CH:12]=[CH:11][C:10]=1[C:15]1[N:20]=[C:19](Br)[C:18]([CH:22]=O)=[C:17]([CH:24]2[CH2:29][CH2:28][CH2:27][N:26]([C:30]([O:32][C:33]([CH3:36])([CH3:35])[CH3:34])=[O:31])[CH2:25]2)[CH:16]=1)[C:2]1[CH:7]=[CH:6][CH:5]=[CH:4][CH:3]=1.O.[NH2:38][NH2:39]. The catalyst is O1CCOCC1. The product is [CH2:1]([O:8][C:9]1[CH:14]=[CH:13][CH:12]=[CH:11][C:10]=1[C:15]1[N:20]=[C:19]2[NH:38][N:39]=[CH:22][C:18]2=[C:17]([CH:24]2[CH2:29][CH2:28][CH2:27][N:26]([C:30]([O:32][C:33]([CH3:34])([CH3:35])[CH3:36])=[O:31])[CH2:25]2)[CH:16]=1)[C:2]1[CH:3]=[CH:4][CH:5]=[CH:6][CH:7]=1. The yield is 0.230. (3) The reactants are [H-].[Na+].[CH2:3]([OH:15])[CH2:4][O:5][CH2:6][CH2:7][O:8][CH2:9][CH2:10][O:11][CH2:12][CH2:13]O.S([O-])(=O)(=O)C.[CH2:21]([O:28][CH2:29][CH2:30][O:31][CH2:32][CH2:33][O:34][CH2:35][CH2:36][O:37][CH2:38][CH2:39][OH:40])[C:22]1[CH:27]=[CH:26][CH:25]=[CH:24][CH:23]=1. The catalyst is O1CCCC1. The product is [CH2:21]([O:28][CH2:29][CH2:30][O:31][CH2:32][CH2:33][O:34][CH2:35][CH2:36][O:37][CH2:38][CH2:39][O:40][CH2:13][CH2:12][O:11][CH2:10][CH2:9][O:8][CH2:7][CH2:6][O:5][CH2:4][CH2:3][OH:15])[C:22]1[CH:23]=[CH:24][CH:25]=[CH:26][CH:27]=1. The yield is 0.340.